From a dataset of Catalyst prediction with 721,799 reactions and 888 catalyst types from USPTO. Predict which catalyst facilitates the given reaction. Reactant: [Br:1][C:2]1[CH:13]=[C:12]([CH3:14])[CH:11]=[C:10]([CH3:15])[C:3]=1[O:4][CH2:5][C:6](OC)=[O:7].[NH2:16][NH2:17]. Product: [Br:1][C:2]1[CH:13]=[C:12]([CH3:14])[CH:11]=[C:10]([CH3:15])[C:3]=1[O:4][CH2:5][C:6]([NH:16][NH2:17])=[O:7]. The catalyst class is: 14.